Predict the reaction yield, written as a fraction of the theoretical maximum amount of product (1.0 means a 100% yield; for example, 0.34 means a 34% yield). From a dataset of Reaction yield outcomes from USPTO patents with 853,638 reactions. The reactants are C(S[C:4](=[N:6][C:7]1[CH:12]=[CH:11][CH:10]=[CH:9][CH:8]=1)[CH3:5])C.[C:13]([NH:21][NH2:22])(=O)[C:14]1[CH:19]=[CH:18][CH:17]=[N:16][CH:15]=1. The catalyst is C(O)CCC. The product is [CH3:5][C:4]1[N:6]([C:7]2[CH:12]=[CH:11][CH:10]=[CH:9][CH:8]=2)[C:13]([C:14]2[CH:15]=[N:16][CH:17]=[CH:18][CH:19]=2)=[N:21][N:22]=1. The yield is 0.420.